Dataset: Full USPTO retrosynthesis dataset with 1.9M reactions from patents (1976-2016). Task: Predict the reactants needed to synthesize the given product. Given the product [Cl:50][C:44]1[CH:45]=[C:46]([Cl:49])[CH:47]=[CH:48][C:43]=1[C:38]1[N:39]=[C:40]([CH2:41][CH3:42])[C:35]([NH:33][C@@H:32]2[C:28]3[CH:29]=[CH:30][S:31][C:27]=3[CH2:26][CH2:25][C@H:24]2[CH2:22][CH3:23])=[N:36][C:37]=1[CH2:51][CH3:52], predict the reactants needed to synthesize it. The reactants are: C(C1C(N[C@@H]2C3C(=CC=CC=3)C[C@@H]2O)=NC(CC)=CN=1)C.[CH2:22]([C@H:24]1[C@H:32]([NH2:33])[C:28]2[CH:29]=[CH:30][S:31][C:27]=2[CH2:26][CH2:25]1)[CH3:23].Br[C:35]1[C:40]([CH2:41][CH3:42])=[N:39][C:38]([C:43]2[CH:48]=[CH:47][C:46]([Cl:49])=[CH:45][C:44]=2[Cl:50])=[C:37]([CH2:51][CH3:52])[N:36]=1.